From a dataset of Forward reaction prediction with 1.9M reactions from USPTO patents (1976-2016). Predict the product of the given reaction. (1) Given the reactants [NH2:1][C:2]1[CH:7]=[C:6]([C:8]2[N:12]3[N:13]=[C:14]([N:17]4[CH2:21][CH:20]5[CH2:22][N:23](C(OCCCC)=O)[CH2:24][CH:19]5[CH2:18]4)[CH:15]=[CH:16][C:11]3=[N:10][C:9]=2[C:32]2[CH:37]=[CH:36][C:35]([Cl:38])=[CH:34][CH:33]=2)[CH:5]=[CH:4][N:3]=1.Cl, predict the reaction product. The product is: [Cl:38][C:35]1[CH:36]=[CH:37][C:32]([C:9]2[N:10]=[C:11]3[CH:16]=[CH:15][C:14]([N:17]4[CH2:21][CH:20]5[CH:19]([CH2:24][NH:23][CH2:22]5)[CH2:18]4)=[N:13][N:12]3[C:8]=2[C:6]2[CH:5]=[CH:4][N:3]=[C:2]([NH2:1])[CH:7]=2)=[CH:33][CH:34]=1. (2) The product is: [Cl:1][C:2]1[CH:7]=[C:6]([Cl:8])[CH:5]=[C:4]([Cl:9])[C:3]=1[O:10][C:13](=[O:15])[CH2:12][C:11]([O:17][C:3]1[C:2]([Cl:1])=[CH:7][C:6]([Cl:8])=[CH:5][C:4]=1[Cl:9])=[O:16]. Given the reactants [Cl:1][C:2]1[CH:7]=[C:6]([Cl:8])[CH:5]=[C:4]([Cl:9])[C:3]=1[OH:10].[C:11]([OH:17])(=[O:16])[CH2:12][C:13]([OH:15])=O.O=P(Cl)(Cl)Cl.O, predict the reaction product. (3) Given the reactants C1(C2C=CC(C(Cl)=O)=CC=2)C=CC=CC=1.[CH3:16][O:17][C:18]1[CH:19]=[C:20]2[C:25](=[CH:26][C:27]=1[O:28][CH3:29])[N:24]=[CH:23][CH:22]=[C:21]2[O:30][C:31]1[CH:37]=[CH:36][C:34]([NH2:35])=[C:33]([F:38])[CH:32]=1.[C:39]1([C:45]2[CH:50]=[CH:49][C:48]([C:51]([N:53]=[C:54]=[S:55])=[O:52])=[CH:47][CH:46]=2)[CH:44]=[CH:43][CH:42]=[CH:41][CH:40]=1, predict the reaction product. The product is: [C:39]1([C:45]2[CH:50]=[CH:49][C:48]([C:51]([N:53]=[C:54]=[S:55])=[O:52])=[CH:47][CH:46]=2)[CH:40]=[CH:41][CH:42]=[CH:43][CH:44]=1.[C:39]1([C:45]2[CH:50]=[CH:49][C:48]([C:51]([NH:53][C:54]([NH:35][C:34]3[CH:36]=[CH:37][C:31]([O:30][C:21]4[C:20]5[C:25](=[CH:26][C:27]([O:28][CH3:29])=[C:18]([O:17][CH3:16])[CH:19]=5)[N:24]=[CH:23][CH:22]=4)=[CH:32][C:33]=3[F:38])=[S:55])=[O:52])=[CH:47][CH:46]=2)[CH:40]=[CH:41][CH:42]=[CH:43][CH:44]=1. (4) The product is: [Cl:1][C:2]1[C:3]2[N:4]([CH:10]=[C:11]([C:13]3[CH:18]=[CH:17][CH:16]=[C:15]([O:19][CH3:20])[CH:14]=3)[N:8]=2)[CH:5]=[CH:6][CH:7]=1. Given the reactants [Cl:1][C:2]1[C:3]([NH2:8])=[N:4][CH:5]=[CH:6][CH:7]=1.Br[CH2:10][C:11]([C:13]1[CH:18]=[CH:17][CH:16]=[C:15]([O:19][CH3:20])[CH:14]=1)=O.C(=O)([O-])[O-].[K+].[K+], predict the reaction product. (5) Given the reactants [CH3:1][O:2][C:3]1[CH:8]=[CH:7][C:6]([O:9][CH3:10])=[CH:5][C:4]=1[C:11](=[O:31])[CH2:12][N:13]1[CH2:18][CH2:17][CH:16]([N:19]2[C:27]3[C:22](=[CH:23][CH:24]=[C:25]([C:28]([NH2:30])=[O:29])[CH:26]=3)[CH:21]=[CH:20]2)[CH2:15][CH2:14]1.[BH4-].[Na+], predict the reaction product. The product is: [CH3:1][O:2][C:3]1[CH:8]=[CH:7][C:6]([O:9][CH3:10])=[CH:5][C:4]=1[CH:11]([OH:31])[CH2:12][N:13]1[CH2:14][CH2:15][CH:16]([N:19]2[C:27]3[C:22](=[CH:23][CH:24]=[C:25]([C:28]([NH2:30])=[O:29])[CH:26]=3)[CH:21]=[CH:20]2)[CH2:17][CH2:18]1. (6) The product is: [CH3:40][C:39]1([CH3:41])[C:38](=[O:37])[N:1]([C:2]2[CH:3]=[CH:4][C:5]([O:8][C:9](=[O:18])[N:10]([CH3:17])[C:11]3[CH:16]=[CH:15][CH:14]=[CH:13][CH:12]=3)=[N:6][CH:7]=2)[C:26](=[S:27])[NH:42]1. Given the reactants [NH2:1][C:2]1[CH:3]=[CH:4][C:5]([O:8][C:9](=[O:18])[N:10]([CH3:17])[C:11]2[CH:16]=[CH:15][CH:14]=[CH:13][CH:12]=2)=[N:6][CH:7]=1.C1C=C(O[C:26](OC2N=CC=CC=2)=[S:27])N=CC=1.Cl.C[O:37][C:38](=O)[C:39]([NH2:42])([CH3:41])[CH3:40].C(N(CC)CC)C, predict the reaction product.